Dataset: TCR-epitope binding with 47,182 pairs between 192 epitopes and 23,139 TCRs. Task: Binary Classification. Given a T-cell receptor sequence (or CDR3 region) and an epitope sequence, predict whether binding occurs between them. (1) The epitope is MLNIPSINV. The TCR CDR3 sequence is CASSLAPSTEQYF. Result: 1 (the TCR binds to the epitope). (2) The epitope is NQKLIANQF. The TCR CDR3 sequence is CASSGDVGAGNYGYTF. Result: 1 (the TCR binds to the epitope). (3) The epitope is EHPTFTSQYRIQGKL. The TCR CDR3 sequence is CASSAAGNQPQHF. Result: 0 (the TCR does not bind to the epitope). (4) The epitope is IVTDFSVIK. The TCR CDR3 sequence is CASSLMGGTYNEQFF. Result: 1 (the TCR binds to the epitope).